This data is from CYP1A2 inhibition data for predicting drug metabolism from PubChem BioAssay. The task is: Regression/Classification. Given a drug SMILES string, predict its absorption, distribution, metabolism, or excretion properties. Task type varies by dataset: regression for continuous measurements (e.g., permeability, clearance, half-life) or binary classification for categorical outcomes (e.g., BBB penetration, CYP inhibition). Dataset: cyp1a2_veith. (1) The molecule is COc1ccccc1-c1cc(-n2ccnc2)ncn1. The result is 1 (inhibitor). (2) The molecule is Cc1ccc2c(c1)N(CC(=O)NCc1cccs1)C(=O)C(C)O2. The result is 1 (inhibitor). (3) The compound is COC(=O)C/C=C\[C@@H](C)[C@@H](/C=N\O[C@@H]1O[C@H](COC(C)=O)[C@H](OC(C)=O)[C@H](OC(C)=O)[C@H]1OC(C)=O)OC. The result is 0 (non-inhibitor). (4) The drug is O=C(Nc1ccc(Cc2ccncc2)cc1)c1ccc(S(=O)(=O)N2CCOCC2)cc1. The result is 1 (inhibitor). (5) The molecule is Cc1ccc(C)c(Nc2nc3nonc3nc2N2CCOCC2)c1. The result is 1 (inhibitor). (6) The compound is S=c1nc(-c2ccccc2)[nH]n1-c1ccccc1. The result is 1 (inhibitor). (7) The compound is CC(C)CN1CCC2(CC1)CCN(C(=O)c1cccn1C)CC2. The result is 0 (non-inhibitor). (8) The result is 1 (inhibitor). The compound is CCC(=O)Nc1cccc(NC(=O)CSc2nnnn2Cc2ccccc2)c1. (9) The molecule is COC(=O)[C@H](N)Cc1ccc(Cl)cc1. The result is 1 (inhibitor).